The task is: Regression. Given a peptide amino acid sequence and an MHC pseudo amino acid sequence, predict their binding affinity value. This is MHC class I binding data.. This data is from Peptide-MHC class I binding affinity with 185,985 pairs from IEDB/IMGT. (1) The peptide sequence is SFTVKLGGVF. The MHC is HLA-A23:01 with pseudo-sequence HLA-A23:01. The binding affinity (normalized) is 0.302. (2) The peptide sequence is IHESVIGQL. The MHC is HLA-A02:01 with pseudo-sequence HLA-A02:01. The binding affinity (normalized) is 0.0847. (3) The peptide sequence is TMGPHPAGV. The MHC is HLA-B57:01 with pseudo-sequence HLA-B57:01. The binding affinity (normalized) is 0.0847. (4) The peptide sequence is LTFLDCLYY. The MHC is HLA-B40:01 with pseudo-sequence HLA-B40:01. The binding affinity (normalized) is 0.0847.